From a dataset of Reaction yield outcomes from USPTO patents with 853,638 reactions. Predict the reaction yield, written as a fraction of the theoretical maximum amount of product (1.0 means a 100% yield; for example, 0.34 means a 34% yield). (1) The product is [CH2:17]([O:16][C:15]1[CH:14]=[N:37][N:36]([CH2:38][CH2:39][OH:40])[CH:6]=1)[C:18]1[CH:19]=[CH:20][CH:21]=[CH:22][CH:23]=1. The catalyst is C(Cl)(Cl)Cl. The yield is 0.130. The reactants are O=P(Cl)(Cl)Cl.[CH3:6]N(C=O)C.C(O[CH:14](OCC)[CH2:15][O:16][CH2:17][C:18]1[CH:23]=[CH:22][CH:21]=[CH:20][CH:19]=1)C.C([O-])([O-])=O.[Na+].[Na+].C[O-].[Na+].[NH:36]([CH2:38][CH2:39][OH:40])[NH2:37]. (2) The reactants are [CH3:1][N:2]([C:11]1[CH:12]=[CH:13][CH:14]=[C:15]2[C:19]=1[NH:18][C:17]([C:20]1[S:21][C:22]3([CH2:29][CH2:28][NH:27][CH2:26][CH2:25]3)[CH2:23][N:24]=1)=[CH:16]2)[S:3]([C:6]1[S:7][CH:8]=[CH:9][CH:10]=1)(=[O:5])=[O:4].[CH:30](=O)[CH3:31].C(O[BH-](OC(=O)C)OC(=O)C)(=O)C.[Na+].O. The catalyst is O1CCCC1. The product is [CH2:30]([N:27]1[CH2:28][CH2:29][C:22]2([S:21][C:20]([C:17]3[NH:18][C:19]4[C:15]([CH:16]=3)=[CH:14][CH:13]=[CH:12][C:11]=4[N:2]([CH3:1])[S:3]([C:6]3[S:7][CH:8]=[CH:9][CH:10]=3)(=[O:4])=[O:5])=[N:24][CH2:23]2)[CH2:25][CH2:26]1)[CH3:31]. The yield is 0.800.